Dataset: Catalyst prediction with 721,799 reactions and 888 catalyst types from USPTO. Task: Predict which catalyst facilitates the given reaction. Reactant: [NH2:1][C:2]1[CH:7]=[CH:6][C:5]([C:8]2[CH:13]=[CH:12][C:11](C(=O)CC(C)(C)C(OC)=O)=[CH:10][CH:9]=2)=[CH:4][CH:3]=1.[CH3:24][C:25]1[CH:37]=[CH:36][C:28]2[N:29]=[C:30](S(C)(=O)=O)[O:31][C:27]=2[CH:26]=1.[OH-:38].[Na+].Cl.[CH3:41][OH:42]. Product: [CH3:24][C:25]([CH3:37])([CH2:26][C:27]([C:13]1[CH:12]=[CH:11][CH:10]=[CH:9][C:8]=1[C:5]1[CH:4]=[CH:3][C:2]([NH:1][C:30]2[O:31][C:27]3[CH:26]=[C:25]([CH3:24])[CH:37]=[CH:36][C:28]=3[N:29]=2)=[CH:7][CH:6]=1)=[O:31])[C:41]([OH:42])=[O:38]. The catalyst class is: 68.